Dataset: Reaction yield outcomes from USPTO patents with 853,638 reactions. Task: Predict the reaction yield, written as a fraction of the theoretical maximum amount of product (1.0 means a 100% yield; for example, 0.34 means a 34% yield). The reactants are Cl[C:2]1[CH:3]=[C:4]([C:20]([F:23])([F:22])[F:21])[C:5]2[CH:6]=[CH:7][C:8]3[N:9]([CH:12]=[C:13]([C:15]4[O:16][CH:17]=[N:18][N:19]=4)[N:14]=3)[C:10]=2[N:11]=1.[S:24]1[CH:28]=[CH:27][C:26](B(O)O)=[CH:25]1.C([O-])([O-])=O.[Na+].[Na+]. The catalyst is CN(C)C(=O)C.O.C1C=CC(P(C2C=CC=CC=2)[C-]2C=CC=C2)=CC=1.C1C=CC(P(C2C=CC=CC=2)[C-]2C=CC=C2)=CC=1.Cl[Pd]Cl.[Fe+2].C(Cl)Cl. The product is [S:24]1[CH:28]=[CH:27][C:26]([C:2]2[CH:3]=[C:4]([C:20]([F:23])([F:22])[F:21])[C:5]3[CH:6]=[CH:7][C:8]4[N:9]([CH:12]=[C:13]([C:15]5[O:16][CH:17]=[N:18][N:19]=5)[N:14]=4)[C:10]=3[N:11]=2)=[CH:25]1. The yield is 0.367.